This data is from Full USPTO retrosynthesis dataset with 1.9M reactions from patents (1976-2016). The task is: Predict the reactants needed to synthesize the given product. (1) Given the product [CH3:11][C:12]1[CH:17]=[CH:16][C:15]([S:18]([O:21][C@@H:22]([CH2:92][C:93]([Br:95])=[CH2:94])[CH2:23][CH2:24][C@@:25]23[O:91][C@@H:28]4[C@H:29]5[C@@H:34]([O:35][C@@H:27]4[CH2:26]2)[C@@H:33]([O:36]3)[C@H:32]2[O:37][C@@H:38]([CH2:41][C:42](=[O:90])[CH2:43][C@@H:44]3[C@@H:48]([O:49][CH3:50])[C@@H:47]([CH2:51][C@H:52]([O:62][Si:63]([C:66]([CH3:67])([CH3:69])[CH3:68])([CH3:64])[CH3:65])[CH2:53][O:54][Si:55]([C:58]([CH3:61])([CH3:59])[CH3:60])([CH3:56])[CH3:57])[O:46][C@H:45]3[CH2:70][C@@H:71]3[C:76](=[CH2:77])[C@H:75]([CH3:78])[CH2:74][C@H:73]([CH2:79][CH2:80][CH:81]=[O:82])[O:72]3)[CH2:39][CH2:40][C@@H:31]2[O:30]5)(=[O:20])=[O:19])=[CH:14][CH:13]=1, predict the reactants needed to synthesize it. The reactants are: C(Cl)(=O)C(Cl)=O.CS(C)=O.[CH3:11][C:12]1[CH:17]=[CH:16][C:15]([S:18]([O:21][C@@H:22]([CH2:92][C:93]([Br:95])=[CH2:94])[CH2:23][CH2:24][C@@:25]23[O:91][C@@H:28]4[C@H:29]5[C@@H:34]([O:35][C@@H:27]4[CH2:26]2)[C@@H:33]([O:36]3)[C@H:32]2[O:37][C@@H:38]([CH2:41][C:42](=[O:90])[CH2:43][C@@H:44]3[C@@H:48]([O:49][CH3:50])[C@@H:47]([CH2:51][C@H:52]([O:62][Si:63]([C:66]([CH3:69])([CH3:68])[CH3:67])([CH3:65])[CH3:64])[CH2:53][O:54][Si:55]([C:58]([CH3:61])([CH3:60])[CH3:59])([CH3:57])[CH3:56])[O:46][C@H:45]3[CH2:70][C@@H:71]3[C:76](=[CH2:77])[C@H:75]([CH3:78])[CH2:74][C@H:73]([CH2:79][CH2:80][CH2:81][O:82][Si](CC)(CC)CC)[O:72]3)[CH2:39][CH2:40][C@@H:31]2[O:30]5)(=[O:20])=[O:19])=[CH:14][CH:13]=1.C(N(CC)CC)C. (2) Given the product [Cl:15][C:16]1[CH:21]=[CH:20][C:19]([S:22]([CH:25]([C:34]2[CH:39]=[C:38]([F:40])[CH:37]=[CH:36][C:35]=2[F:41])[C:26]2[N:27]=[CH:28][C:29]([CH2:32][N:42]([C:43]([O:45][C:46]([CH3:47])([CH3:48])[CH3:49])=[O:44])[C:50](=[O:51])[O:52][C:53]([CH3:56])([CH3:55])[CH3:54])=[CH:30][CH:31]=2)(=[O:23])=[O:24])=[CH:18][CH:17]=1, predict the reactants needed to synthesize it. The reactants are: N(C(OC(C)C)=O)=NC(OC(C)C)=O.[Cl:15][C:16]1[CH:21]=[CH:20][C:19]([S:22]([CH:25]([C:34]2[CH:39]=[C:38]([F:40])[CH:37]=[CH:36][C:35]=2[F:41])[C:26]2[CH:31]=[CH:30][C:29]([CH2:32]O)=[CH:28][N:27]=2)(=[O:24])=[O:23])=[CH:18][CH:17]=1.[NH:42]([C:50]([O:52][C:53]([CH3:56])([CH3:55])[CH3:54])=[O:51])[C:43]([O:45][C:46]([CH3:49])([CH3:48])[CH3:47])=[O:44].C1(P(C2C=CC=CC=2)C2C=CC=CC=2)C=CC=CC=1. (3) Given the product [CH3:1][C:2]1[CH:19]=[CH:18][CH:17]=[C:16]([CH3:20])[C:3]=1[CH2:4][O:5][C:6]1[CH:7]=[C:8]([CH:9]=[CH:10][C:11]=1[CH3:12])[CH2:13][C:14]1[NH:23][N:22]=[N:21][N:15]=1, predict the reactants needed to synthesize it. The reactants are: [CH3:1][C:2]1[CH:19]=[CH:18][CH:17]=[C:16]([CH3:20])[C:3]=1[CH2:4][O:5][C:6]1[CH:7]=[C:8]([CH2:13][C:14]#[N:15])[CH:9]=[CH:10][C:11]=1[CH3:12].[N-:21]=[N+:22]=[N-:23].[Na+].[Cl-].[NH4+].C(OCC)(=O)C. (4) Given the product [OH:8][CH2:9][C:10]1[N:15]=[C:14]([C:16]2[CH:21]=[C:20]([O:26][CH2:27][C:28]3[CH:29]=[C:30]([CH:33]=[CH:34][CH:35]=3)[C:31]#[N:32])[N:19]=[C:18]3[CH2:23][CH2:24][CH2:25][C:17]=23)[CH:13]=[N:12][CH:11]=1, predict the reactants needed to synthesize it. The reactants are: [Si]([O:8][CH2:9][C:10]1[N:15]=[C:14]([C:16]2[CH:21]=[C:20](Cl)[N:19]=[C:18]3[CH2:23][CH2:24][CH2:25][C:17]=23)[CH:13]=[N:12][CH:11]=1)(C(C)(C)C)(C)C.[OH:26][CH2:27][C:28]1[CH:29]=[C:30]([CH:33]=[CH:34][CH:35]=1)[C:31]#[N:32].O(C(C)(C)C)[Na]. (5) The reactants are: [CH:1]([C:3]1[CH:4]=[C:5]2[C:10](=[CH:11][CH:12]=1)[C@H:9]([N:13]1[CH:17]=[C:16]([CH2:18][C@@H:19]([NH:23][S:24]([C:27]3[CH:32]=[CH:31][C:30]([CH3:33])=[CH:29][CH:28]=3)(=[O:26])=[O:25])[C:20]([NH2:22])=[O:21])[N:15]=[N:14]1)[CH2:8][CH2:7][CH2:6]2)=O.[NH:34]1[CH2:39][CH2:38][CH2:37][CH2:36][CH2:35]1.[BH-](OC(C)=O)(OC(C)=O)OC(C)=O.[Na+].CC(O)=O. Given the product [CH3:33][C:30]1[CH:29]=[CH:28][C:27]([S:24]([NH:23][C@H:19]([CH2:18][C:16]2[N:15]=[N:14][N:13]([C@H:9]3[C:10]4[C:5](=[CH:4][C:3]([CH2:1][N:34]5[CH2:39][CH2:38][CH2:37][CH2:36][CH2:35]5)=[CH:12][CH:11]=4)[CH2:6][CH2:7][CH2:8]3)[CH:17]=2)[C:20]([NH2:22])=[O:21])(=[O:26])=[O:25])=[CH:32][CH:31]=1, predict the reactants needed to synthesize it. (6) The reactants are: Cl[C:2]1[C:3]2[CH:17]=[CH:16][C:15](=[O:18])[N:14]([C:19]3[CH:24]=[CH:23][C:22]([F:25])=[CH:21][C:20]=3[F:26])[C:4]=2[N:5]=[C:6]([NH:8][CH:9]([CH2:12][OH:13])[CH2:10][OH:11])[N:7]=1.OB(O)[C:29]1[CH:30]=[C:31]([CH:35]=[CH:36][CH:37]=1)[C:32]([OH:34])=[O:33].O1CCOCC1.O. Given the product [F:26][C:20]1[CH:21]=[C:22]([F:25])[CH:23]=[CH:24][C:19]=1[N:14]1[C:4]2[N:5]=[C:6]([NH:8][CH:9]([CH2:12][OH:13])[CH2:10][OH:11])[N:7]=[C:2]([C:29]3[CH:30]=[C:31]([CH:35]=[CH:36][CH:37]=3)[C:32]([OH:34])=[O:33])[C:3]=2[CH:17]=[CH:16][C:15]1=[O:18], predict the reactants needed to synthesize it.